Dataset: Merck oncology drug combination screen with 23,052 pairs across 39 cell lines. Task: Regression. Given two drug SMILES strings and cell line genomic features, predict the synergy score measuring deviation from expected non-interaction effect. (1) Drug 2: O=C(CCCCCCC(=O)Nc1ccccc1)NO. Drug 1: CC(=O)OC1C(=O)C2(C)C(O)CC3OCC3(OC(C)=O)C2C(OC(=O)c2ccccc2)C2(O)CC(OC(=O)C(O)C(NC(=O)c3ccccc3)c3ccccc3)C(C)=C1C2(C)C. Synergy scores: synergy=23.0. Cell line: SKOV3. (2) Drug 1: Cn1nnc2c(C(N)=O)ncn2c1=O. Drug 2: COC1=C2CC(C)CC(OC)C(O)C(C)C=C(C)C(OC(N)=O)C(OC)C=CC=C(C)C(=O)NC(=CC1=O)C2=O. Cell line: EFM192B. Synergy scores: synergy=-14.4.